From a dataset of Catalyst prediction with 721,799 reactions and 888 catalyst types from USPTO. Predict which catalyst facilitates the given reaction. (1) Product: [NH2:20][C:18](=[O:19])[C@H:17]([NH:16][C:6]1[C:5]([F:24])=[CH:4][C:3]([C:1]([NH2:2])=[O:31])=[C:8]([NH:9][C:10]2[S:14][N:13]=[C:12]([CH3:15])[CH:11]=2)[CH:7]=1)[CH2:21][O:22][CH3:23]. Reactant: [C:1]([C:3]1[C:8]([NH:9][C:10]2[S:14][N:13]=[C:12]([CH3:15])[CH:11]=2)=[CH:7][C:6]([NH:16][C@H:17]([CH2:21][O:22][CH3:23])[C:18]([NH2:20])=[O:19])=[C:5]([F:24])[CH:4]=1)#[N:2].[OH-].[Na+].OO.CC(O)=[O:31]. The catalyst class is: 593. (2) Reactant: [Br:1][C:2]1[C:3]([O:14][CH3:15])=[C:4]([CH:12]=[O:13])[CH:5]=[C:6]([S:8]([NH2:11])(=[O:10])=[O:9])[CH:7]=1.C(N(CC)CC)C.[C:23](OC(=O)C)(=[O:25])[CH3:24]. Product: [C:23]([NH:11][S:8]([C:6]1[CH:7]=[C:2]([Br:1])[C:3]([O:14][CH3:15])=[C:4]([CH:12]=[O:13])[CH:5]=1)(=[O:10])=[O:9])(=[O:25])[CH3:24]. The catalyst class is: 4. (3) Reactant: [CH2:1]([O:8][C:9]1[CH:14]=[C:13]([N+:15]([O-:17])=[O:16])[CH:12]=[CH:11][C:10]=1F)[C:2]1[CH:7]=[CH:6][CH:5]=[CH:4][CH:3]=1.[CH3:19][O:20][CH2:21][CH2:22][OH:23].C([O-])([O-])=O.[Cs+].[Cs+].CCCCCC.C(OCC)(=O)C. Product: [CH2:1]([O:8][C:9]1[CH:14]=[C:13]([N+:15]([O-:17])=[O:16])[CH:12]=[CH:11][C:10]=1[O:23][CH2:22][CH2:21][O:20][CH3:19])[C:2]1[CH:7]=[CH:6][CH:5]=[CH:4][CH:3]=1. The catalyst class is: 6. (4) Reactant: Cl.Cl.[C:3]1([CH:9]2[CH2:14][CH2:13][N:12]([CH:15]3[CH2:19][CH2:18][NH:17][CH2:16]3)[CH2:11][CH2:10]2)[CH:8]=[CH:7][CH:6]=[CH:5][CH:4]=1.C(N(CC)CC)C.[N:27]([CH2:30][C:31]1[CH:36]=[CH:35][C:34]([CH3:37])=[CH:33][CH:32]=1)=[C:28]=[O:29]. Product: [CH3:37][C:34]1[CH:35]=[CH:36][C:31]([CH2:30][NH:27][C:28]([N:17]2[CH2:18][CH2:19][CH:15]([N:12]3[CH2:11][CH2:10][CH:9]([C:3]4[CH:8]=[CH:7][CH:6]=[CH:5][CH:4]=4)[CH2:14][CH2:13]3)[CH2:16]2)=[O:29])=[CH:32][CH:33]=1. The catalyst class is: 4. (5) Reactant: C([N:8]1[CH2:17][CH:16]([CH3:18])[C:15]2[N:14]=[C:13]([Cl:19])[CH:12]=[CH:11][C:10]=2[CH2:9]1)C1C=CC=CC=1.[CH:20]([Mg]Br)([CH2:22][CH3:23])[CH3:21]. Product: [ClH:19].[CH3:18][CH:16]1[C:15]2[N:14]=[C:13]([CH:20]([CH3:21])[CH2:22][CH3:23])[CH:12]=[CH:11][C:10]=2[CH2:9][NH:8][CH2:17]1. The catalyst class is: 1. (6) Reactant: [CH3:1][S-:2].[Na+].Cl[C:5]1[CH:10]=[C:9]([C:11]2[CH:16]=[CH:15][CH:14]=[CH:13][CH:12]=2)[N:8]=[CH:7][N:6]=1.O. Product: [CH3:1][S:2][C:5]1[CH:10]=[C:9]([C:11]2[CH:16]=[CH:15][CH:14]=[CH:13][CH:12]=2)[N:8]=[CH:7][N:6]=1. The catalyst class is: 3.